Dataset: NCI-60 drug combinations with 297,098 pairs across 59 cell lines. Task: Regression. Given two drug SMILES strings and cell line genomic features, predict the synergy score measuring deviation from expected non-interaction effect. (1) Drug 1: C1C(C(OC1N2C=C(C(=O)NC2=O)F)CO)O. Drug 2: CC1C(C(CC(O1)OC2CC(CC3=C2C(=C4C(=C3O)C(=O)C5=C(C4=O)C(=CC=C5)OC)O)(C(=O)CO)O)N)O.Cl. Cell line: SK-OV-3. Synergy scores: CSS=25.6, Synergy_ZIP=-2.41, Synergy_Bliss=-0.345, Synergy_Loewe=-3.26, Synergy_HSA=1.11. (2) Synergy scores: CSS=6.48, Synergy_ZIP=-3.62, Synergy_Bliss=0.143, Synergy_Loewe=-1.74, Synergy_HSA=-0.518. Cell line: NCI-H226. Drug 2: C1C(C(OC1N2C=NC3=C(N=C(N=C32)Cl)N)CO)O. Drug 1: C1=CC(=CC=C1CCC2=CNC3=C2C(=O)NC(=N3)N)C(=O)NC(CCC(=O)O)C(=O)O.